Predict the reaction yield, written as a fraction of the theoretical maximum amount of product (1.0 means a 100% yield; for example, 0.34 means a 34% yield). From a dataset of Reaction yield outcomes from USPTO patents with 853,638 reactions. (1) The reactants are CO[C:3]([C:5]1[N:6]=[C:7]([C:23]#[N:24])[C:8]2[C:13]([C:14]=1[OH:15])=[CH:12][CH:11]=[C:10]([O:16][C:17]1[CH:22]=[CH:21][CH:20]=[CH:19][CH:18]=1)[CH:9]=2)=[O:4].Cl.[NH2:26][CH2:27][CH2:28][CH2:29][C:30]([CH3:35])([CH3:34])[C:31]([OH:33])=[O:32].C[O-].[Na+].CO.Cl. The catalyst is O. The product is [C:23]([C:7]1[C:8]2[C:13](=[CH:12][CH:11]=[C:10]([O:16][C:17]3[CH:22]=[CH:21][CH:20]=[CH:19][CH:18]=3)[CH:9]=2)[C:14]([OH:15])=[C:5]([C:3]([NH:26][CH2:27][CH2:28][CH2:29][C:30]([CH3:35])([CH3:34])[C:31]([OH:33])=[O:32])=[O:4])[N:6]=1)#[N:24]. The yield is 0.160. (2) The reactants are [CH3:1][O:2][C:3](=[O:18])[C:4]1[CH:9]=[CH:8][C:7]([O:10][CH3:11])=[C:6]([O:12][CH2:13][CH2:14][N:15]=[N+]=[N-])[CH:5]=1. The catalyst is CO.[Pd]. The product is [NH3:15].[CH3:1][O:2][C:3](=[O:18])[C:4]1[CH:9]=[CH:8][C:7]([O:10][CH3:11])=[C:6]([O:12][CH2:13][CH2:14][NH2:15])[CH:5]=1. The yield is 0.0100. (3) The reactants are C([N:8]1[CH2:25][CH:24]([CH2:26][OH:27])[O:23][C:10]2([CH2:15][CH2:14][N:13]([C:16]([O:18][C:19]([CH3:22])([CH3:21])[CH3:20])=[O:17])[CH2:12][CH2:11]2)[CH2:9]1)C1C=CC=CC=1.C([O-])=O.[NH4+]. The catalyst is [OH-].[OH-].[Pd+2]. The product is [OH:27][CH2:26][CH:24]1[O:23][C:10]2([CH2:11][CH2:12][N:13]([C:16]([O:18][C:19]([CH3:21])([CH3:20])[CH3:22])=[O:17])[CH2:14][CH2:15]2)[CH2:9][NH:8][CH2:25]1. The yield is 0.990. (4) The reactants are [NH2:1][C:2]1[C:10]([I:11])=[C:9]([CH3:12])[CH:8]=[CH:7][C:3]=1[C:4]([OH:6])=[O:5].[C:13](OC(=O)C)(=O)[CH3:14]. No catalyst specified. The product is [I:11][C:10]1[C:2]2[N:1]=[C:13]([CH3:14])[O:5][C:4](=[O:6])[C:3]=2[CH:7]=[CH:8][C:9]=1[CH3:12]. The yield is 0.820. (5) The reactants are [N+:1]([C:4]1[CH:5]=[CH:6][C:7]2[NH:12][C:11](=[O:13])[CH2:10][S:9][C:8]=2[CH:14]=1)([O-:3])=[O:2].C(=O)([O-])[O-].[K+].[K+].Cl.Cl[CH2:23][CH2:24][N:25]([CH3:27])[CH3:26]. The catalyst is CN(C=O)C.O. The product is [CH3:26][N:25]([CH3:27])[CH2:24][CH2:23][N:12]1[C:11](=[O:13])[CH2:10][S:9][C:8]2[CH:14]=[C:4]([N+:1]([O-:3])=[O:2])[CH:5]=[CH:6][C:7]1=2. The yield is 0.553. (6) The catalyst is C(#N)C.CCOC(C)=O. The yield is 0.440. The product is [Br:12][C:10]1[C:5]([C:1]([CH3:4])([CH3:2])[CH3:3])=[CH:6][C:7]([NH2:11])=[N:8][CH:9]=1. The reactants are [C:1]([C:5]1[CH:10]=[CH:9][N:8]=[C:7]([NH2:11])[CH:6]=1)([CH3:4])([CH3:3])[CH3:2].[Br:12]N1C(=O)CCC1=O. (7) The reactants are [Br:1][C:2]1[C:3]([O:12][CH3:13])=[C:4]([O:10][CH3:11])[CH:5]=[C:6]([CH:9]=1)[CH:7]=O.C1(P(=[CH:33][CH:34]=[O:35])(C2C=CC=CC=2)C2C=CC=CC=2)C=CC=CC=1. The catalyst is C1C=CC=CC=1. The product is [Br:1][C:2]1[CH:9]=[C:6]([CH:7]=[CH:33][CH:34]=[O:35])[CH:5]=[C:4]([O:10][CH3:11])[C:3]=1[O:12][CH3:13]. The yield is 0.450. (8) The reactants are [CH3:1][S:2]([CH2:5][CH2:6][CH2:7][O:8][C:9]1[C:10]([CH3:25])=[C:11]2[N:16]([CH:17]=1)[N:15]=[CH:14][N:13]=[C:12]2[O:18]C1C=CC=CC=1)(=[O:4])=[O:3].Cl. The catalyst is C(O)C. The product is [CH3:1][S:2]([CH2:5][CH2:6][CH2:7][O:8][C:9]1[C:10]([CH3:25])=[C:11]2[N:16]([CH:17]=1)[N:15]=[CH:14][N:13]=[C:12]2[OH:18])(=[O:4])=[O:3]. The yield is 0.950. (9) The reactants are [H-].[Na+].CCC1(C2C=CC=CC=2)C(=O)NC(=O)NC1=O.[CH3:20][O:21][CH2:22][CH2:23][O:24]CCO.[CH2:28]([O:30][C:31](=[O:59])[CH2:32][CH2:33][CH2:34][CH2:35][CH2:36][O:37][CH2:38][CH2:39][O:40][CH2:41][CH2:42][O:43][CH2:44][CH2:45][O:46][CH2:47][CH2:48][O:49][CH2:50][CH2:51][O:52][CH2:53][CH2:54]S(C)(=O)=O)[CH3:29]. The catalyst is C1(C)C=CC=CC=1. The product is [CH2:28]([O:30][C:31](=[O:59])[CH2:32][CH2:33][CH2:34][CH2:35][CH2:36][O:37][CH2:38][CH2:39][O:40][CH2:41][CH2:42][O:43][CH2:44][CH2:45][O:46][CH2:47][CH2:48][O:49][CH2:50][CH2:51][O:52][CH2:53][CH2:54][O:24][CH2:23][CH2:22][O:21][CH3:20])[CH3:29]. The yield is 0.570. (10) The reactants are [CH2:1]([O:3][C:4](=[O:17])[CH2:5][NH:6][CH2:7][CH2:8][CH2:9][N:10]1[CH2:15][CH2:14][N:13]([CH3:16])[CH2:12][CH2:11]1)[CH3:2].C(N(CC)CC)C.Br.[Br:26][C:27]1[CH:28]=[C:29]([CH2:34]Br)[C:30]([NH2:33])=[N:31][CH:32]=1. The catalyst is CN(C=O)C.O. The product is [CH2:1]([O:3][C:4](=[O:17])[CH2:5][N:6]([CH2:34][C:29]1[C:30]([NH2:33])=[N:31][CH:32]=[C:27]([Br:26])[CH:28]=1)[CH2:7][CH2:8][CH2:9][N:10]1[CH2:15][CH2:14][N:13]([CH3:16])[CH2:12][CH2:11]1)[CH3:2]. The yield is 0.160.